From a dataset of Reaction yield outcomes from USPTO patents with 853,638 reactions. Predict the reaction yield, written as a fraction of the theoretical maximum amount of product (1.0 means a 100% yield; for example, 0.34 means a 34% yield). The reactants are [Cl-].Cl[C:3](Cl)=[N+:4]([CH3:6])[CH3:5].[CH2:8]([N:13]1[C:21]2[N:20]=[CH:19][NH:18][C:17]=2[C:16](=[O:22])[NH:15]/[C:14]/1=[N:23]/[NH2:24])[CH2:9][CH2:10][CH2:11][CH3:12].[OH-].[Na+]. The catalyst is C(Cl)Cl. The yield is 0.690. The product is [CH3:5][N:4]([CH3:6])[C:3]1[N:15]2[C:16](=[O:22])[C:17]3[NH:18][CH:19]=[N:20][C:21]=3[N:13]([CH2:8][CH2:9][CH2:10][CH2:11][CH3:12])[C:14]2=[N:23][N:24]=1.